Task: Predict which catalyst facilitates the given reaction.. Dataset: Catalyst prediction with 721,799 reactions and 888 catalyst types from USPTO (1) Reactant: [CH3:1][C:2]1[CH:7]=[CH:6][C:5]([S:8]([O:11][C:12]2[CH:17]=[CH:16][C:15]([Br:18])=[C:14]([OH:19])[CH:13]=2)(=[O:10])=[O:9])=[CH:4][CH:3]=1.C(=O)([O-])[O-].[K+].[K+].Cl.Cl[CH2:28][CH2:29][N:30]1[CH2:35][CH2:34][CH2:33][CH2:32][CH2:31]1. Product: [CH3:1][C:2]1[CH:7]=[CH:6][C:5]([S:8]([O:11][C:12]2[CH:17]=[CH:16][C:15]([Br:18])=[C:14]([O:19][CH2:28][CH2:29][N:30]3[CH2:35][CH2:34][CH2:33][CH2:32][CH2:31]3)[CH:13]=2)(=[O:10])=[O:9])=[CH:4][CH:3]=1. The catalyst class is: 21. (2) Reactant: [CH2:1]([O:3][C:4]([C:6]1[S:10][C:9]([NH2:11])=[N:8][C:7]=1[C:12]1[CH:17]=[CH:16][CH:15]=[C:14]([Cl:18])[CH:13]=1)=[O:5])[CH3:2].C(=O)([O-])[O-].[Cs+].[Cs+].CN(C)C=O.[CH3:30][O:31][CH:32]([O:43][CH3:44])[C:33]1[CH:38]=[CH:37][C:36]([N+:39]([O-:41])=[O:40])=[C:35](F)[CH:34]=1. Product: [CH2:1]([O:3][C:4]([C:6]1[S:10][C:9]([NH:11][C:35]2[CH:34]=[C:33]([CH:32]([O:43][CH3:44])[O:31][CH3:30])[CH:38]=[CH:37][C:36]=2[N+:39]([O-:41])=[O:40])=[N:8][C:7]=1[C:12]1[CH:17]=[CH:16][CH:15]=[C:14]([Cl:18])[CH:13]=1)=[O:5])[CH3:2]. The catalyst class is: 6. (3) Reactant: Br[C:2]1[CH:11]=[CH:10][C:9]2[C:4](=[CH:5][CH:6]=[C:7]([OH:24])[C:8]=2[C:12]2[C:13]([OH:23])=[CH:14][CH:15]=[C:16]3[C:21]=2[CH:20]=[CH:19][C:18](Br)=[CH:17]3)[CH:3]=1.[Cl-].O.NN.[C:29]1(B(O)O)[CH:34]=[CH:33][CH:32]=[CH:31][CH:30]=1. Product: [C:29]1([C:18]2[CH:19]=[CH:20][C:21]3[C:16](=[CH:15][CH:14]=[C:13]([OH:23])[C:12]=3[C:8]3[C:7]([OH:24])=[CH:6][CH:5]=[C:4]4[C:9]=3[CH:10]=[CH:11][C:2]([C:2]3[CH:11]=[CH:10][CH:9]=[CH:4][CH:3]=3)=[CH:3]4)[CH:17]=2)[CH:34]=[CH:33][CH:32]=[CH:31][CH:30]=1. The catalyst class is: 90.